This data is from Full USPTO retrosynthesis dataset with 1.9M reactions from patents (1976-2016). The task is: Predict the reactants needed to synthesize the given product. Given the product [CH3:47][N:45]([CH3:46])[C:44]1[CH:43]=[CH:42][C:23]([CH2:24][NH:26][C:10]([C@H:2]([NH:1][C:13](=[O:14])[O:15][C:16]([CH3:19])([CH3:18])[CH3:17])[CH2:3][C:4]2[CH:5]=[CH:6][CH:7]=[CH:8][CH:9]=2)=[O:12])=[CH:22][CH:21]=1, predict the reactants needed to synthesize it. The reactants are: [NH:1]([C:13]([O:15][C:16]([CH3:19])([CH3:18])[CH3:17])=[O:14])[C@@H:2]([C:10]([OH:12])=O)[CH2:3][C:4]1[CH:9]=[CH:8][CH:7]=[CH:6][CH:5]=1.C1[CH:21]=[CH:22][C:23]2N(O)N=[N:26][C:24]=2C=1.CCN(CC)CC.CCN=C=N[CH2:42][CH2:43][CH2:44][N:45]([CH3:47])[CH3:46].